From a dataset of Catalyst prediction with 721,799 reactions and 888 catalyst types from USPTO. Predict which catalyst facilitates the given reaction. (1) Reactant: Cl[C:2]1[N:6]([CH3:7])[N:5]=[CH:4][C:3]=1[N+:8]([O-:10])=[O:9].[CH2:11]1[C:15]2([CH2:20][CH2:19][NH:18][CH2:17][CH2:16]2)[CH2:14][CH2:13][N:12]1[C:21]([O:23][C:24]([CH3:27])([CH3:26])[CH3:25])=[O:22].CCN(C(C)C)C(C)C. Product: [CH3:7][N:6]1[C:2]([N:18]2[CH2:19][CH2:20][C:15]3([CH2:11][N:12]([C:21]([O:23][C:24]([CH3:25])([CH3:26])[CH3:27])=[O:22])[CH2:13][CH2:14]3)[CH2:16][CH2:17]2)=[C:3]([N+:8]([O-:10])=[O:9])[CH:4]=[N:5]1. The catalyst class is: 14. (2) The catalyst class is: 18. Reactant: [N+:1]([C:4]1[CH:5]=[C:6]([CH2:10][CH2:11]OS(C)(=O)=O)[CH:7]=[CH:8][CH:9]=1)([O-:3])=[O:2].C(=O)([O-])[O-].[Cs+].[Cs+].C(OC([N:30]1[CH2:35][CH2:34][NH:33][CH2:32][CH2:31]1)=O)(C)(C)C. Product: [N+:1]([C:4]1[CH:5]=[C:6]([CH2:10][CH2:11][N:30]2[CH2:35][CH2:34][NH:33][CH2:32][CH2:31]2)[CH:7]=[CH:8][CH:9]=1)([O-:3])=[O:2]. (3) Reactant: [Br:1][C:2]1[CH:3]=[CH:4][C:5]([C:8]2[O:12][CH:11]=[N:10][C:9]=2[CH3:13])=[N:6][CH:7]=1.[Li+].C[Si]([N-][Si](C)(C)C)(C)C.[Cl:24]C(Cl)(Cl)C(Cl)(Cl)Cl. Product: [Br:1][C:2]1[CH:3]=[CH:4][C:5]([C:8]2[O:12][C:11]([Cl:24])=[N:10][C:9]=2[CH3:13])=[N:6][CH:7]=1. The catalyst class is: 1. (4) Reactant: [F:1][C:2]1[CH:7]=[CH:6][C:5]([NH:8][C:9](=[O:41])[NH:10][C:11]2[CH:40]=[CH:39][C:14]([O:15][C:16]3[CH:25]=[C:24]4[C:19]([N:20]=[CH:21][C:22]([N:26]5[CH2:31][CH2:30][N:29](C(OC(C)(C)C)=O)[CH2:28][CH2:27]5)=[N:23]4)=[CH:18][CH:17]=3)=[CH:13][CH:12]=2)=[CH:4][CH:3]=1.C(O)(C(F)(F)F)=O. Product: [F:1][C:2]1[CH:3]=[CH:4][C:5]([NH:8][C:9]([NH:10][C:11]2[CH:12]=[CH:13][C:14]([O:15][C:16]3[CH:25]=[C:24]4[C:19](=[CH:18][CH:17]=3)[N:20]=[CH:21][C:22]([N:26]3[CH2:27][CH2:28][NH:29][CH2:30][CH2:31]3)=[N:23]4)=[CH:39][CH:40]=2)=[O:41])=[CH:6][CH:7]=1. The catalyst class is: 2. (5) Reactant: C([Li])CCC.Br[C:7]1[CH:12]=[CH:11][C:10]([N:13]([Si](C)(C)C)[Si](C)(C)C)=[CH:9][CH:8]=1.[CH3:22][C:23]1[CH:28]=[C:27]([CH3:29])[N:26]=[C:25]([N:30]2[CH2:35][CH2:34][C:33](=[O:36])[CH2:32][CH2:31]2)[CH:24]=1.Cl.[OH-].[Na+]. Product: [NH2:13][C:10]1[CH:11]=[CH:12][C:7]([C:33]2([OH:36])[CH2:32][CH2:31][N:30]([C:25]3[CH:24]=[C:23]([CH3:22])[CH:28]=[C:27]([CH3:29])[N:26]=3)[CH2:35][CH2:34]2)=[CH:8][CH:9]=1. The catalyst class is: 469. (6) Reactant: [O:1]1[CH2:6][CH2:5][CH:4]([OH:7])[CH2:3][CH2:2]1.[H-].[Na+].Cl[C:11]1[C:16]([Cl:17])=[CH:15][CH:14]=[CH:13][N:12]=1. Product: [Cl:17][C:16]1[C:11]([O:7][CH:4]2[CH2:5][CH2:6][O:1][CH2:2][CH2:3]2)=[N:12][CH:13]=[CH:14][CH:15]=1. The catalyst class is: 1. (7) Reactant: [CH:1]1([NH:4][C:5](=[O:45])[C@@H:6]([OH:44])[C@@H:7]([NH:11][C:12]([C@@H:14]2[CH2:18][C@@H:17]([O:19][C:20]3[C:29]4[C:24](=[CH:25][C:26]([O:30][CH3:31])=[CH:27][CH:28]=4)[N:23]=[C:22]([N:32]4[CH:36]=[CH:35][CH:34]=[N:33]4)[CH:21]=3)[CH2:16][N:15]2C(OC(C)(C)C)=O)=[O:13])[CH2:8][CH2:9][CH3:10])[CH2:3][CH2:2]1.[ClH:46].COC(C)(C)C. Product: [Cl-:46].[CH:1]1([NH:4][C:5](=[O:45])[C@@H:6]([OH:44])[C@@H:7]([NH:11][C:12]([C@@H:14]2[CH2:18][C@@H:17]([O:19][C:20]3[C:29]4[C:24](=[CH:25][C:26]([O:30][CH3:31])=[CH:27][CH:28]=4)[N:23]=[C:22]([N:32]4[CH:36]=[CH:35][CH:34]=[N:33]4)[CH:21]=3)[CH2:16][NH2+:15]2)=[O:13])[CH2:8][CH2:9][CH3:10])[CH2:3][CH2:2]1. The catalyst class is: 5.